Dataset: Full USPTO retrosynthesis dataset with 1.9M reactions from patents (1976-2016). Task: Predict the reactants needed to synthesize the given product. Given the product [C:38]([C:36]1[CH:37]=[C:32]([CH2:31][CH2:30][C:28]2[CH:27]=[C:24]([CH:23]=[C:22]([CH2:21][CH2:20][C:12]3[CH:13]=[C:14]([C:16]([CH3:19])([CH3:18])[CH3:17])[CH:15]=[C:10]([C:6]([CH3:9])([CH3:8])[CH3:7])[CH:11]=3)[CH:29]=2)[CH2:25][OH:26])[CH:33]=[C:34]([C:42]([CH3:43])([CH3:44])[CH3:45])[CH:35]=1)([CH3:39])([CH3:40])[CH3:41], predict the reactants needed to synthesize it. The reactants are: Cl.NO.[OH-].[K+].[C:6]([C:10]1[CH:11]=[C:12](/[CH:20]=[CH:21]/[C:22]2[CH:23]=[C:24]([CH:27]=[C:28](/[CH:30]=[CH:31]/[C:32]3[CH:37]=[C:36]([C:38]([CH3:41])([CH3:40])[CH3:39])[CH:35]=[C:34]([C:42]([CH3:45])([CH3:44])[CH3:43])[CH:33]=3)[CH:29]=2)[CH2:25][OH:26])[CH:13]=[C:14]([C:16]([CH3:19])([CH3:18])[CH3:17])[CH:15]=1)([CH3:9])([CH3:8])[CH3:7].O.